Dataset: Full USPTO retrosynthesis dataset with 1.9M reactions from patents (1976-2016). Task: Predict the reactants needed to synthesize the given product. (1) Given the product [CH2:29]([N:16]1[C@H:17]([C:20]2[CH:25]=[C:24]([F:26])[C:23]([F:27])=[C:22]([F:28])[CH:21]=2)[CH2:18][CH2:19][C@@H:15]1[C:13]1([OH:12])[CH2:2][CH2:1]1)[C:30]1[CH:31]=[CH:32][CH:33]=[CH:34][CH:35]=1, predict the reactants needed to synthesize it. The reactants are: [CH2:1]([Mg]Br)[CH3:2].CCOCC.C([O:12][C:13]([C@H:15]1[CH2:19][CH2:18][C@@H:17]([C:20]2[CH:25]=[C:24]([F:26])[C:23]([F:27])=[C:22]([F:28])[CH:21]=2)[N:16]1[CH2:29][C:30]1[CH:35]=[CH:34][CH:33]=[CH:32][CH:31]=1)=O)C.Cl. (2) Given the product [CH3:11][C:9]([CH:8]([OH:7])[CH2:6][CH2:5][C:4]#[C:3][CH3:2])=[CH2:10], predict the reactants needed to synthesize it. The reactants are: Br[CH2:2][CH2:3][C:4]#[C:5][CH3:6].[O:7]=[CH:8][C:9](=[CH2:11])[CH3:10]. (3) The reactants are: [CH3:1][O:2][C:3]1[CH:4]=[CH:5][C:6]2[O:10][CH:9]=[C:8]([CH3:11])[C:7]=2[CH:12]=1.[CH2:13]([CH:15]([CH2:19][CH3:20])[C:16](Cl)=[O:17])[CH3:14].[N+](C)([O-])=O.[Cl-].[Al+3].[Cl-].[Cl-]. Given the product [CH2:13]([CH:15]([CH2:19][CH3:20])[C:16]([C:9]1[O:10][C:6]2[CH:5]=[CH:4][C:3]([O:2][CH3:1])=[CH:12][C:7]=2[C:8]=1[CH3:11])=[O:17])[CH3:14], predict the reactants needed to synthesize it. (4) The reactants are: [H-].[Na+].[CH2:3]([O:5][C:6]([C:8]1[NH:9][C:10]2[C:15]([CH:16]=1)=[CH:14][C:13]([C:17]([O:19][CH2:20][CH3:21])=[O:18])=[CH:12][CH:11]=2)=[O:7])[CH3:4].[CH3:22]I. Given the product [CH2:3]([O:5][C:6]([C:8]1[N:9]([CH3:22])[C:10]2[C:15]([CH:16]=1)=[CH:14][C:13]([C:17]([O:19][CH2:20][CH3:21])=[O:18])=[CH:12][CH:11]=2)=[O:7])[CH3:4], predict the reactants needed to synthesize it. (5) Given the product [Br:1][C:2]1[CH:3]=[C:4]([C:12](=[O:18])[C:13]([OH:15])=[O:14])[CH:5]=[CH:6][C:7]=1[S:8][CH:9]1[CH2:10][CH2:11]1, predict the reactants needed to synthesize it. The reactants are: [Br:1][C:2]1[CH:3]=[C:4]([C:12](=[O:18])[C:13]([O:15]CC)=[O:14])[CH:5]=[CH:6][C:7]=1[S:8][CH:9]1[CH2:11][CH2:10]1.[OH-].[Na+].O.Cl.